From a dataset of Forward reaction prediction with 1.9M reactions from USPTO patents (1976-2016). Predict the product of the given reaction. (1) The product is: [CH3:20][N:23]([CH3:25])/[CH:24]=[C:7](\[C:4]1[CH:5]=[CH:6][N:1]=[CH:2][CH:3]=1)/[C:8]([C:10]1[CH:11]=[C:12]([CH:15]=[CH:16][CH:17]=1)[C:13]#[N:14])=[O:9]. Given the reactants [N:1]1[CH:6]=[CH:5][C:4]([CH2:7][C:8]([C:10]2[CH:11]=[C:12]([CH:15]=[CH:16][CH:17]=2)[C:13]#[N:14])=[O:9])=[CH:3][CH:2]=1.CO[CH:20]([N:23]([CH3:25])[CH3:24])OC, predict the reaction product. (2) Given the reactants [NH2:1][C:2]1[CH:7]=[CH:6][C:5]([C:8]([N:10]2[CH2:15][CH2:14][N:13]([CH2:16][C:17]3[CH:22]=[CH:21][C:20]([C:23]([O:32][Si:33]([C:36]([CH3:39])([CH3:38])[CH3:37])([CH3:35])[CH3:34])([C:28]([F:31])([F:30])[F:29])[C:24]([F:27])([F:26])[F:25])=[CH:19][CH:18]=3)[CH2:12][CH2:11]2)=[O:9])=[CH:4][C:3]=1[F:40].[C:41](Cl)(=O)[O:42]C1C=CC([N+]([O-])=O)=CC=1.[N:54]1[CH:59]=[CH:58][CH:57]=[CH:56][C:55]=1[NH2:60].C(N(CC)CC)C, predict the reaction product. The product is: [Si:33]([O:32][C:23]([C:20]1[CH:19]=[CH:18][C:17]([CH2:16][N:13]2[CH2:14][CH2:15][N:10]([C:8]([C:5]3[CH:6]=[CH:7][C:2]([NH:1][C:41]([NH:60][C:55]4[CH:56]=[CH:57][CH:58]=[CH:59][N:54]=4)=[O:42])=[C:3]([F:40])[CH:4]=3)=[O:9])[CH2:11][CH2:12]2)=[CH:22][CH:21]=1)([C:24]([F:25])([F:26])[F:27])[C:28]([F:31])([F:29])[F:30])([C:36]([CH3:37])([CH3:39])[CH3:38])([CH3:34])[CH3:35]. (3) Given the reactants [CH3:1][O:2][C:3](=[O:22])[C:4]1[CH:9]=[C:8]([N+:10]([O-])=O)[C:7]([NH:13][CH3:14])=[CH:6][C:5]=1[N:15]1[CH2:19][CH2:18][C:17]([F:21])([F:20])[CH2:16]1, predict the reaction product. The product is: [CH3:1][O:2][C:3](=[O:22])[C:4]1[CH:9]=[C:8]([NH2:10])[C:7]([NH:13][CH3:14])=[CH:6][C:5]=1[N:15]1[CH2:19][CH2:18][C:17]([F:20])([F:21])[CH2:16]1. (4) Given the reactants [Br:1][C:2]1[CH:3]=[C:4]([CH2:10][C:11]([OH:13])=[O:12])[CH:5]=[CH:6][C:7]=1[O:8]C.B(Br)(Br)Br, predict the reaction product. The product is: [Br:1][C:2]1[CH:3]=[C:4]([CH2:10][C:11]([OH:13])=[O:12])[CH:5]=[CH:6][C:7]=1[OH:8]. (5) The product is: [Br:15][C:10]1[CH:9]=[CH:8][C:7]2[N:6]([C:25]3[C:26]4[C:21](=[CH:20][CH:19]=[CH:18][CH:17]=4)[CH:22]=[CH:23][CH:24]=3)[C:5]3[C:13]([C:12]=2[CH:11]=1)=[CH:14][C:2]([Br:1])=[CH:3][CH:4]=3. Given the reactants [Br:1][C:2]1[CH:3]=[CH:4][C:5]2[NH:6][C:7]3[C:12]([C:13]=2[CH:14]=1)=[CH:11][C:10]([Br:15])=[CH:9][CH:8]=3.F[C:17]1[C:26]2[C:21](=[CH:22][CH:23]=[CH:24][CH:25]=2)[CH:20]=[CH:19][CH:18]=1.C(=O)([O-])[O-].[Cs+].[Cs+], predict the reaction product. (6) Given the reactants [Na].[C:2]([O:10][CH2:11][CH3:12])(=[O:9])[CH2:3][C:4]([O:6][CH2:7][CH3:8])=[O:5].[CH:13]1(Br)[CH2:17][CH2:16][CH2:15][CH2:14]1, predict the reaction product. The product is: [CH:13]1([CH:3]([C:4]([O:6][CH2:7][CH3:8])=[O:5])[C:2]([O:10][CH2:11][CH3:12])=[O:9])[CH2:17][CH2:16][CH2:15][CH2:14]1. (7) Given the reactants [CH3:1][O:2][C@@H:3]([C@@H:47]([N:52]([CH3:67])[C:53](=[O:66])[C@@H:54]([NH:58][C:59](=[O:65])OC(C)(C)C)[CH:55]([CH3:57])[CH3:56])[C@@H:48]([CH3:51])[CH2:49][CH3:50])[CH2:4][C:5]([N:7]1[CH2:11][CH2:10][CH2:9][C@H:8]1[C@H:12]([O:45][CH3:46])[C@@H:13]([CH3:44])[C:14](=[O:43])[NH:15][C@@H:16]([CH2:36][C:37]1[CH:42]=[CH:41][CH:40]=[CH:39][CH:38]=1)[C:17](=[O:35])[NH:18][S:19]([C:22]1[CH:27]=[CH:26][C:25]([NH:28][C:29](=[O:34])[C:30]([F:33])([F:32])[F:31])=[CH:24][CH:23]=1)(=[O:21])=[O:20])=[O:6].[CH3:68][N:69]([CH3:77])[C@H:70](C(O)=O)[CH:71]([CH3:73])[CH3:72], predict the reaction product. The product is: [CH3:68][N:69]([CH3:77])[C@@H:70]([CH:71]([CH3:73])[CH3:72])[C:59]([NH:58][C@@H:54]([CH:55]([CH3:57])[CH3:56])[C:53]([N:52]([C@@H:47]([C@@H:48]([CH3:51])[CH2:49][CH3:50])[C@H:3]([O:2][CH3:1])[CH2:4][C:5]([N:7]1[CH2:11][CH2:10][CH2:9][C@H:8]1[C@H:12]([O:45][CH3:46])[C@@H:13]([CH3:44])[C:14](=[O:43])[NH:15][C@@H:16]([CH2:36][C:37]1[CH:38]=[CH:39][CH:40]=[CH:41][CH:42]=1)[C:17](=[O:35])[NH:18][S:19]([C:22]1[CH:23]=[CH:24][C:25]([NH:28][C:29](=[O:34])[C:30]([F:33])([F:31])[F:32])=[CH:26][CH:27]=1)(=[O:21])=[O:20])=[O:6])[CH3:67])=[O:66])=[O:65].